Task: Predict which catalyst facilitates the given reaction.. Dataset: Catalyst prediction with 721,799 reactions and 888 catalyst types from USPTO (1) Reactant: [Cl:1][C:2]1[CH:23]=[C:22]([Cl:24])[CH:21]=[CH:20][C:3]=1[CH2:4][O:5][C:6]1[CH:11]=[C:10]([O:12][CH:13]([CH3:15])[CH3:14])[CH:9]=[CH:8][C:7]=1[CH2:16][CH2:17][CH2:18][OH:19].O[C:26]1[CH:30]=[C:29]([CH2:31][CH2:32][C:33]([O:35]CC)=[O:34])[N:28]([CH3:38])[N:27]=1.C(P(CCCC)CCCC)CCC.N(C(N1CCCCC1)=O)=NC(N1CCCCC1)=O.O1CCCC1CO.[OH-].[Na+].Cl. Product: [Cl:1][C:2]1[CH:23]=[C:22]([Cl:24])[CH:21]=[CH:20][C:3]=1[CH2:4][O:5][C:6]1[CH:11]=[C:10]([O:12][CH:13]([CH3:14])[CH3:15])[CH:9]=[CH:8][C:7]=1[CH2:16][CH2:17][CH2:18][O:19][C:26]1[CH:30]=[C:29]([CH2:31][CH2:32][C:33]([OH:35])=[O:34])[N:28]([CH3:38])[N:27]=1. The catalyst class is: 7. (2) Reactant: [C:1]([O:4][C:5]1[C:14]([CH3:15])=[CH:13][C:12]([C:16]#[C:17][CH2:18][OH:19])=[CH:11][C:6]=1[C:7]([O:9][CH3:10])=[O:8])(=[O:3])[CH3:2]. The catalyst class is: 350. Product: [C:1]([O:4][C:5]1[C:14]([CH3:15])=[CH:13][C:12](/[CH:16]=[CH:17]\[CH2:18][OH:19])=[CH:11][C:6]=1[C:7]([O:9][CH3:10])=[O:8])(=[O:3])[CH3:2]. (3) Reactant: [C:1]1([S:7]([N:10]2[C:14]3=[N:15][CH:16]=[CH:17][CH:18]=[C:13]3[CH:12]=[C:11]2[CH:19]([OH:26])[CH2:20][CH:21]2[CH2:25][CH2:24][CH2:23][O:22]2)(=[O:9])=[O:8])[CH:6]=[CH:5][CH:4]=[CH:3][CH:2]=1.CC(OI1(OC(C)=O)(OC(C)=O)OC(=O)C2C=CC=CC1=2)=O. Product: [C:1]1([S:7]([N:10]2[C:14]3=[N:15][CH:16]=[CH:17][CH:18]=[C:13]3[CH:12]=[C:11]2[C:19](=[O:26])[CH2:20][CH:21]2[CH2:25][CH2:24][CH2:23][O:22]2)(=[O:9])=[O:8])[CH:2]=[CH:3][CH:4]=[CH:5][CH:6]=1. The catalyst class is: 4. (4) Reactant: [N:1]1[CH:6]=[CH:5][CH:4]=[CH:3][CH:2]=1.[C:7]1([CH3:13])[CH:12]=[CH:11][CH:10]=[CH:9][CH:8]=1.C(Br)C1C=CC=CC=1.[BH4-].[Na+]. Product: [CH2:13]([N:1]1[CH2:6][CH:5]=[CH:4][CH2:3][CH2:2]1)[C:7]1[CH:12]=[CH:11][CH:10]=[CH:9][CH:8]=1. The catalyst class is: 97. (5) Product: [NH2:1][C:2]1[CH:7]=[C:6]([Cl:8])[CH:5]=[CH:4][C:3]=1[S:9][CH2:14][CH2:13][C:12]([N:11]([CH3:16])[CH3:10])=[O:15]. The catalyst class is: 2. Reactant: [NH2:1][C:2]1[CH:7]=[C:6]([Cl:8])[CH:5]=[CH:4][C:3]=1[SH:9].[CH3:10][N:11]([CH3:16])[C:12](=[O:15])[CH:13]=[CH2:14].CC(O)=O.